From a dataset of NCI-60 drug combinations with 297,098 pairs across 59 cell lines. Regression. Given two drug SMILES strings and cell line genomic features, predict the synergy score measuring deviation from expected non-interaction effect. (1) Drug 1: CC12CCC3C(C1CCC2=O)CC(=C)C4=CC(=O)C=CC34C. Drug 2: CS(=O)(=O)CCNCC1=CC=C(O1)C2=CC3=C(C=C2)N=CN=C3NC4=CC(=C(C=C4)OCC5=CC(=CC=C5)F)Cl. Cell line: SW-620. Synergy scores: CSS=26.2, Synergy_ZIP=1.70, Synergy_Bliss=2.28, Synergy_Loewe=-0.748, Synergy_HSA=-0.591. (2) Drug 1: CN1C2=C(C=C(C=C2)N(CCCl)CCCl)N=C1CCCC(=O)O.Cl. Drug 2: COC1=NC(=NC2=C1N=CN2C3C(C(C(O3)CO)O)O)N. Cell line: SNB-19. Synergy scores: CSS=10.8, Synergy_ZIP=-1.23, Synergy_Bliss=1.03, Synergy_Loewe=-2.20, Synergy_HSA=0.0242. (3) Drug 1: CN1CCC(CC1)COC2=C(C=C3C(=C2)N=CN=C3NC4=C(C=C(C=C4)Br)F)OC. Drug 2: C1=CC=C(C=C1)NC(=O)CCCCCCC(=O)NO. Cell line: MALME-3M. Synergy scores: CSS=29.2, Synergy_ZIP=-1.39, Synergy_Bliss=7.59, Synergy_Loewe=-2.28, Synergy_HSA=7.56. (4) Drug 1: C1=C(C(=O)NC(=O)N1)N(CCCl)CCCl. Drug 2: C1C(C(OC1N2C=C(C(=O)NC2=O)F)CO)O. Cell line: NCI/ADR-RES. Synergy scores: CSS=22.2, Synergy_ZIP=-14.2, Synergy_Bliss=-6.03, Synergy_Loewe=-6.60, Synergy_HSA=-1.49.